From a dataset of Forward reaction prediction with 1.9M reactions from USPTO patents (1976-2016). Predict the product of the given reaction. Given the reactants [CH3:1][O:2][C:3]1[CH:4]=[C:5]([CH:9]=[CH:10][C:11]=1[C:12]1[N:13]=[N:14][C:15]([N:18]([CH3:29])[CH:19]2[CH2:24][C:23]([CH3:26])([CH3:25])[NH:22][C:21]([CH3:28])([CH3:27])[CH2:20]2)=[CH:16][CH:17]=1)[C:6](O)=[O:7].[CH2:30]([NH2:33])[C:31]#[CH:32].CCN(C(C)C)C(C)C.CN(C(ON1N=NC2C=CC=NC1=2)=[N+](C)C)C.F[P-](F)(F)(F)(F)F, predict the reaction product. The product is: [CH3:1][O:2][C:3]1[CH:4]=[C:5]([CH:9]=[CH:10][C:11]=1[C:12]1[N:13]=[N:14][C:15]([N:18]([CH3:29])[CH:19]2[CH2:20][C:21]([CH3:27])([CH3:28])[NH:22][C:23]([CH3:25])([CH3:26])[CH2:24]2)=[CH:16][CH:17]=1)[C:6]([NH:33][CH2:30][C:31]#[CH:32])=[O:7].